Dataset: Forward reaction prediction with 1.9M reactions from USPTO patents (1976-2016). Task: Predict the product of the given reaction. The product is: [Cl:18][C:19]1[CH:20]=[CH:21][C:22]([C@@H:25]2[C@:27]3([C:35]4[C:30](=[CH:31][CH:32]=[CH:33][CH:34]=4)[N:29]([CH2:10][C:6]4[CH:5]=[C:4]([CH:9]=[CH:8][CH:7]=4)[C:3]([NH:17][S:14]([CH3:13])(=[O:16])=[O:15])=[O:12])[C:28]3=[O:36])[CH2:26]2)=[CH:23][CH:24]=1. Given the reactants CO[C:3](=[O:12])[C:4]1[CH:9]=[CH:8][CH:7]=[C:6]([CH2:10]Br)[CH:5]=1.[CH3:13][S:14]([NH2:17])(=[O:16])=[O:15].[Cl:18][C:19]1[CH:24]=[CH:23][C:22]([CH:25]2[C:27]3([C:35]4[C:30](=[CH:31][CH:32]=[CH:33][CH:34]=4)[NH:29][C:28]3=[O:36])[CH2:26]2)=[CH:21][CH:20]=1, predict the reaction product.